From a dataset of Reaction yield outcomes from USPTO patents with 853,638 reactions. Predict the reaction yield, written as a fraction of the theoretical maximum amount of product (1.0 means a 100% yield; for example, 0.34 means a 34% yield). (1) The reactants are CO[C:3](=[O:24])[C:4]1[CH:9]=[CH:8][C:7]([O:10][CH2:11][C:12]2[C:13]([C:18]3[CH:19]=[N:20][CH:21]=[CH:22][CH:23]=3)=[N:14][O:15][C:16]=2[CH3:17])=[N:6][CH:5]=1.[CH:25]([NH2:28])([CH3:27])[CH3:26]. No catalyst specified. The product is [CH:25]([NH:28][C:3](=[O:24])[C:4]1[CH:9]=[CH:8][C:7]([O:10][CH2:11][C:12]2[C:13]([C:18]3[CH:19]=[N:20][CH:21]=[CH:22][CH:23]=3)=[N:14][O:15][C:16]=2[CH3:17])=[N:6][CH:5]=1)([CH3:27])[CH3:26]. The yield is 0.830. (2) The reactants are CS(O[CH2:6][C@@H:7]([O:32][CH2:33][CH3:34])[CH2:8][C:9]1[CH:14]=[CH:13][C:12]([O:15][CH2:16][CH2:17][C:18]2[CH:23]=[CH:22][C:21]([NH:24][C:25]([O:27][C:28]([CH3:31])([CH3:30])[CH3:29])=[O:26])=[CH:20][CH:19]=2)=[CH:11][CH:10]=1)(=O)=O.[N-:35]=[N+]=[N-].[Na+].[H-].[H-].[H-].[H-].[Li+].[Al+3]. The catalyst is CN(C=O)C.C(OCC)C. The product is [NH2:35][CH2:6][C@@H:7]([O:32][CH2:33][CH3:34])[CH2:8][C:9]1[CH:14]=[CH:13][C:12]([O:15][CH2:16][CH2:17][C:18]2[CH:23]=[CH:22][C:21]([NH:24][C:25](=[O:26])[O:27][C:28]([CH3:31])([CH3:30])[CH3:29])=[CH:20][CH:19]=2)=[CH:11][CH:10]=1. The yield is 0.720. (3) The reactants are F.F.F.C(N(CC)CC)C.C(N(CC)CC)C.[Si]([O:35][CH2:36][C@H:37]1[O:41][C@@H:40]([N:42]2[CH:49]=[C:48]([CH3:50])[C:46](=[O:47])[NH:45][C:43]2=[O:44])[C@H:39]([O:51][CH2:52][CH2:53][O:54][N:55]([CH3:57])[CH3:56])[C@@H:38]1[OH:58])(C(C)(C)C)(C1C=CC=CC=1)C1C=CC=CC=1.CO. The catalyst is C1COCC1.C(Cl)Cl. The product is [CH3:56][N:55]([CH3:57])[O:54][CH2:53][CH2:52][O:51][C@@H:39]1[C@H:38]([OH:58])[C@@H:37]([CH2:36][OH:35])[O:41][C@H:40]1[N:42]1[CH:49]=[C:48]([CH3:50])[C:46](=[O:47])[NH:45][C:43]1=[O:44]. The yield is 0.925. (4) The reactants are C([O-])([O-])=O.[K+].[K+].[C:7]([O:11][C:12]([N:14]1[CH2:17][CH:16]([NH:18][C:19]2[CH:20]=[C:21]3[C:30](=[CH:31][C:32]=2Br)[O:29][CH2:28][C:27]2[N:22]3[CH:23]([CH3:35])[C:24](=[O:34])[NH:25][N:26]=2)[CH2:15]1)=[O:13])([CH3:10])([CH3:9])[CH3:8].CC1(C)CC(C)OB([C:44]([C:46]([F:49])([F:48])[F:47])=[CH2:45])O1.CCOC(C)=O. The catalyst is COCCOC.O.C1C=CC([P]([Pd]([P](C2C=CC=CC=2)(C2C=CC=CC=2)C2C=CC=CC=2)([P](C2C=CC=CC=2)(C2C=CC=CC=2)C2C=CC=CC=2)[P](C2C=CC=CC=2)(C2C=CC=CC=2)C2C=CC=CC=2)(C2C=CC=CC=2)C2C=CC=CC=2)=CC=1. The product is [C:7]([O:11][C:12]([N:14]1[CH2:17][CH:16]([NH:18][C:19]2[CH:20]=[C:21]3[C:30](=[CH:31][C:32]=2[C:44]([C:46]([F:49])([F:48])[F:47])=[CH2:45])[O:29][CH2:28][C:27]2[N:22]3[CH:23]([CH3:35])[C:24](=[O:34])[NH:25][N:26]=2)[CH2:15]1)=[O:13])([CH3:10])([CH3:9])[CH3:8]. The yield is 0.680. (5) The reactants are OS(O)(=O)=O.[CH3:6][N:7]([CH2:17][CH:18](OC)OC)[C:8](=[O:16])[CH2:9][C:10]1[CH:15]=[CH:14][CH:13]=[CH:12][CH:11]=1. No catalyst specified. The product is [CH3:6][N:7]1[C:8](=[O:16])[CH2:9][C:10]2[CH:15]=[CH:14][CH2:13][CH2:12][C:11]=2[CH:18]=[CH:17]1. The yield is 0.735. (6) The reactants are [CH3:1][O:2][C:3]([C:5]1[S:6][CH:7]=[CH:8][C:9]=1[CH3:10])=[O:4].C1C(=O)N([Br:18])C(=O)C1.O. The catalyst is C(Cl)(Cl)(Cl)Cl.C(OOC(=O)C1C=CC=CC=1)(=O)C1C=CC=CC=1. The product is [CH3:1][O:2][C:3]([C:5]1[S:6][CH:7]=[CH:8][C:9]=1[CH2:10][Br:18])=[O:4]. The yield is 0.270. (7) The reactants are [CH:1]([S:4][C:5]1[C:6]([C@H:11]2[C@@H:15]([C:16]([O:18][CH2:19][CH3:20])=[O:17])[CH2:14][CH2:13][N:12]2[C:21]([O:23][C:24]([CH3:27])([CH3:26])[CH3:25])=[O:22])=[N:7][CH:8]=[CH:9][CH:10]=1)([CH3:3])[CH3:2].[OH:28]OS([O-])=O.[K+].[OH2:34]. The catalyst is CCO.CCOC(C)=O. The product is [CH:1]([S:4]([C:5]1[C:6]([C@H:11]2[C@@H:15]([C:16]([O:18][CH2:19][CH3:20])=[O:17])[CH2:14][CH2:13][N:12]2[C:21]([O:23][C:24]([CH3:27])([CH3:25])[CH3:26])=[O:22])=[N:7][CH:8]=[CH:9][CH:10]=1)(=[O:28])=[O:34])([CH3:3])[CH3:2]. The yield is 0.810. (8) The reactants are CC1(C)[O:6][CH:5]([CH2:7][CH2:8][NH:9][C:10]([CH:12]2[CH:16]([C:17]3[CH:22]=[CH:21][CH:20]=[C:19]([Cl:23])[C:18]=3[F:24])[C:15]([C:27]3[CH:32]=[CH:31][C:30]([Cl:33])=[CH:29][C:28]=3[F:34])([C:25]#[N:26])[CH:14]([CH3:35])[NH:13]2)=[O:11])[CH2:4][O:3]1.[CH2:37]([O:39][C:40]1[CH:48]=[CH:47][CH:46]=[CH:45][C:41]=1[C:42](Cl)=[O:43])[CH3:38].C(N(CC)CC)C.Cl. The catalyst is C(Cl)Cl.C1COCC1. The product is [OH:6][CH:5]([CH2:4][OH:3])[CH2:7][CH2:8][NH:9][C:10]([CH:12]1[CH:16]([C:17]2[CH:22]=[CH:21][CH:20]=[C:19]([Cl:23])[C:18]=2[F:24])[C:15]([C:27]2[CH:32]=[CH:31][C:30]([Cl:33])=[CH:29][C:28]=2[F:34])([C:25]#[N:26])[CH:14]([CH3:35])[N:13]1[C:42](=[O:43])[C:41]1[CH:45]=[CH:46][CH:47]=[CH:48][C:40]=1[O:39][CH2:37][CH3:38])=[O:11]. The yield is 0.510. (9) The reactants are [CH3:1][C:2]([NH:14][C@@H:15]1[CH2:19][C@H:18]([C:20]2[CH:25]=[CH:24][CH:23]=[C:22]([O:26]C)[CH:21]=2)[N:17]([C:28]2[CH:33]=[CH:32][C:31]([C:34]([F:37])([F:36])[F:35])=[CH:30][CH:29]=2)[C:16]1=[O:38])([C:4]1[CH:9]=[CH:8][CH:7]=[C:6]([C:10]([F:13])([F:12])[F:11])[N:5]=1)[CH3:3].Cl.N1C=CC=CC=1.[OH-].[NH4+]. The catalyst is O. The product is [CH3:3][C:2]([NH:14][C@@H:15]1[CH2:19][C@H:18]([C:20]2[CH:25]=[CH:24][CH:23]=[C:22]([OH:26])[CH:21]=2)[N:17]([C:28]2[CH:29]=[CH:30][C:31]([C:34]([F:35])([F:37])[F:36])=[CH:32][CH:33]=2)[C:16]1=[O:38])([C:4]1[CH:9]=[CH:8][CH:7]=[C:6]([C:10]([F:13])([F:12])[F:11])[N:5]=1)[CH3:1]. The yield is 0.320.